From a dataset of Catalyst prediction with 721,799 reactions and 888 catalyst types from USPTO. Predict which catalyst facilitates the given reaction. (1) Reactant: [CH3:1][O:2][C:3]1[CH:4]=[C:5]2[C:10](=[CH:11][C:12]=1[O:13][CH3:14])[C:9]([CH2:15][CH2:16][CH3:17])=[N:8][C:7]([OH:18])=[CH:6]2.[OH-].[K+].[ClH:21].[Cl:22][CH2:23][C:24]1[C:25]([NH:35][CH3:36])=[N:26][C:27]2[C:32]([CH:33]=1)=[CH:31][C:30]([CH3:34])=[CH:29][CH:28]=2.Cl.CO. Product: [ClH:22].[ClH:21].[CH3:1][O:2][C:3]1[CH:4]=[C:5]2[C:10](=[CH:11][C:12]=1[O:13][CH3:14])[C:9]([CH2:15][CH2:16][CH3:17])=[N:8][C:7]([OH:18])=[C:6]2[CH2:23][C:24]1[C:25]([NH:35][CH3:36])=[N:26][C:27]2[C:32]([CH:33]=1)=[CH:31][C:30]([CH3:34])=[CH:29][CH:28]=2. The catalyst class is: 11. (2) Reactant: [CH3:1][NH:2][C@@H:3]1[CH2:7][CH2:6][N:5]([C:8]2[C:9]3[CH:16]=[CH:15][NH:14][C:10]=3[N:11]=[CH:12][N:13]=2)[CH2:4]1.[N:17]([C:20]1[CH:21]=[C:22]([CH:25]=[CH:26][CH:27]=1)[C:23]#[N:24])=[C:18]=[O:19]. Product: [N:11]1[C:10]2[NH:14][CH:15]=[CH:16][C:9]=2[C:8]([N:5]2[CH2:6][CH2:7][C@@H:3]([N:2]([CH3:1])[C:18]([NH:17][C:20]3[CH:27]=[CH:26][CH:25]=[C:22]([C:23]#[N:24])[CH:21]=3)=[O:19])[CH2:4]2)=[N:13][CH:12]=1. The catalyst class is: 12. (3) Reactant: C([Li])CCC.CCCCCC.C1(C)C=CC(S([CH:21]([N+:29]#[C-:30])[C:22]2[CH:27]=[CH:26][C:25]([F:28])=[CH:24][CH:23]=2)(=O)=O)=CC=1.[Br-].[Li+].[CH2:34]([O:36][C:37](=[O:46])[CH:38]=[CH:39][C:40]1[CH:45]=[CH:44][N:43]=[CH:42][CH:41]=1)[CH3:35]. Product: [CH2:34]([O:36][C:37]([C:38]1[C:39]([C:40]2[CH:45]=[CH:44][N:43]=[CH:42][CH:41]=2)=[C:21]([C:22]2[CH:23]=[CH:24][C:25]([F:28])=[CH:26][CH:27]=2)[NH:29][CH:30]=1)=[O:46])[CH3:35]. The catalyst class is: 7. (4) Reactant: [CH3:1][S:2]([NH:5][C:6]1[CH:21]=[CH:20][C:9]2[NH:10][C:11]([CH2:16][C:17]([OH:19])=O)=[N:12][S:13](=[O:15])(=[O:14])[C:8]=2[CH:7]=1)(=[O:4])=[O:3].[CH2:22]([O:24][C:25]([CH:27]1[CH2:31][CH2:30][CH2:29][CH:28]1[NH:32][CH:33]([CH3:35])[CH3:34])=[O:26])[CH3:23].Cl.CN(C)CCCN=C=NCC.CN1CCOCC1.Cl. Product: [CH2:22]([O:24][C:25]([CH:27]1[CH2:31][CH2:30][CH2:29][CH:28]1[N:32]([CH:33]([CH3:34])[CH3:35])[C:17](=[O:19])[CH2:16][C:11]1[NH:10][C:9]2[CH:20]=[CH:21][C:6]([NH:5][S:2]([CH3:1])(=[O:3])=[O:4])=[CH:7][C:8]=2[S:13](=[O:14])(=[O:15])[N:12]=1)=[O:26])[CH3:23]. The catalyst class is: 9. (5) Reactant: [Cl:1][C:2]1[CH:7]=[CH:6][C:5]([C:8]2([C:11]([OH:13])=O)[CH2:10][CH2:9]2)=[CH:4][CH:3]=1.CN(C(ON1N=NC2C=CC=CC1=2)=[N+](C)C)C.F[P-](F)(F)(F)(F)F.CCN(C(C)C)C(C)C.[CH2:47]([O:50][C:51]([C@H:53]1[CH2:58][CH2:57][C@H:56]([CH:59]([NH:62][C:63]([O:65][C:66]([CH3:69])([CH3:68])[CH3:67])=[O:64])[CH2:60][NH2:61])[CH2:55][CH2:54]1)=[O:52])[CH2:48][CH3:49]. Product: [CH2:47]([O:50][C:51]([C@H:53]1[CH2:58][CH2:57][C@H:56]([CH:59]([NH:62][C:63]([O:65][C:66]([CH3:67])([CH3:69])[CH3:68])=[O:64])[CH2:60][NH:61][C:11]([C:8]2([C:5]3[CH:4]=[CH:3][C:2]([Cl:1])=[CH:7][CH:6]=3)[CH2:9][CH2:10]2)=[O:13])[CH2:55][CH2:54]1)=[O:52])[CH2:48][CH3:49]. The catalyst class is: 3. (6) Reactant: [NH2:1][C:2]1[CH:7]=[CH:6][CH:5]=[CH:4][CH:3]=1.N1C=CC=CC=1.[Br:14][C:15]1[CH:16]=[CH:17][C:18]([Cl:25])=[C:19]([S:21](Cl)(=[O:23])=[O:22])[CH:20]=1. Product: [Br:14][C:15]1[CH:16]=[CH:17][C:18]([Cl:25])=[C:19]([S:21]([NH:1][C:2]2[CH:7]=[CH:6][CH:5]=[CH:4][CH:3]=2)(=[O:23])=[O:22])[CH:20]=1. The catalyst class is: 2. (7) Reactant: [CH3:1][N:2]1[CH2:7][CH2:6][C:5]([CH2:9][C:10]([O:12]CC)=[O:11])([CH3:8])[CH2:4][CH2:3]1.[OH-].[Na+].Cl. Product: [CH3:1][N:2]1[CH2:7][CH2:6][C:5]([CH2:9][C:10]([OH:12])=[O:11])([CH3:8])[CH2:4][CH2:3]1. The catalyst class is: 1. (8) Reactant: [NH2:1][C:2]1[CH:3]=[C:4]([CH:9]([CH3:13])[C:10]([OH:12])=[O:11])[CH:5]=[CH:6][C:7]=1[OH:8].Br[C:15]#[N:16].[OH-].[Na+]. Product: [NH2:16][C:15]1[O:8][C:7]2[CH:6]=[CH:5][C:4]([CH:9]([CH3:13])[C:10]([OH:12])=[O:11])=[CH:3][C:2]=2[N:1]=1. The catalyst class is: 6.